This data is from Experimentally validated miRNA-target interactions with 360,000+ pairs, plus equal number of negative samples. The task is: Binary Classification. Given a miRNA mature sequence and a target amino acid sequence, predict their likelihood of interaction. (1) The miRNA is hsa-miR-4424 with sequence AGAGUUAACUCAAAAUGGACUA. The protein sequence of the target gene is MDGRTPRPQDAPARRKPKAKAPLPPAETKYTDVSSAADSVESTAFIMEQKENMIDKDVELSVVLPGDIIKSTTVHGSKPMMDLLIFLCAQYHLNPSSYTIDLLSAEQNHIKFKPNTPIGMLEVEKVILKPKMLDKKKPTPIIPEKTVRVVINFKKTQKTIVRVSPHASLQELAPIICSKCEFDPLHTLLLKDYQSQEPLDLTKSLNDLGLRELYAMDVNRESCQISQNLDIMKEKENKGFFSFFQRSKKKRDQTASAPATPLVNKHRPTFTRSNTISKPYISNTLPSDAPKKRRAPLPPM.... Result: 1 (interaction). (2) The miRNA is hsa-miR-4723-3p with sequence CCCUCUCUGGCUCCUCCCCAAA. The protein sequence of the target gene is MLSGAAGAARRGGAALAPSLTRSLAGTHAGADSCAGADKGSHKETIEERDKRQQRQQRQRQHQGCGAAGSGSDSPTSGPHPVPVLFPLALSLEEQPLPPLPLGRAPGLLAREGQGREALASPSSRGQMPIEIVCKIKFAEEDAKPKEKEAGDEQSLLGAVAPGAAPRDLATFASTSTLHGLGRACGPGPHGLRRTLWALALLTSLAAFLYQAAGLARGYLTRPHLVAMDPAAPAPVAGFPAVTLCNINRFRHSALSDADIFHLANLTGLPPKDRDGHRAAGLRYPEPDMVDILNRTGHQL.... Result: 1 (interaction).